From a dataset of Full USPTO retrosynthesis dataset with 1.9M reactions from patents (1976-2016). Predict the reactants needed to synthesize the given product. (1) Given the product [C:22]([C:19]1[CH:18]=[CH:17][C:16]([C:14]2[N:15]=[C:11]([CH2:10][C:6]3[CH:5]=[C:4]([CH:9]=[CH:8][CH:7]=3)[C:3]([OH:24])=[O:2])[NH:12][CH:13]=2)=[CH:21][CH:20]=1)#[N:23], predict the reactants needed to synthesize it. The reactants are: C[O:2][C:3](=[O:24])[C:4]1[CH:9]=[CH:8][CH:7]=[C:6]([CH2:10][C:11]2[NH:12][CH:13]=[C:14]([C:16]3[CH:21]=[CH:20][C:19]([C:22]#[N:23])=[CH:18][CH:17]=3)[N:15]=2)[CH:5]=1.C(C1C=CC(C2N=C(CC3C=C(C=CC=3)C(N)=O)NC=2)=CC=1)#N.[OH-].[Na+]. (2) Given the product [Br:16][C:8]1[CH:7]=[CH:6][C:5]2[C:10](=[CH:11][CH:12]=[C:3]([O:2][CH3:1])[CH:4]=2)[N:9]=1, predict the reactants needed to synthesize it. The reactants are: [CH3:1][O:2][C:3]1[CH:4]=[C:5]2[C:10](=[CH:11][CH:12]=1)[NH:9][C:8](=O)[CH:7]=[CH:6]2.P(Br)(Br)([Br:16])=O. (3) Given the product [CH3:5][O:4][C@H:3]([C:6]1[C:7]([CH3:16])=[C:8]2[C:12](=[CH:13][CH:14]=1)[C:11](=[O:15])[O:10][CH2:9]2)[CH:2]=[O:1], predict the reactants needed to synthesize it. The reactants are: [OH:1][CH2:2][C@@H:3]([C:6]1[C:7]([CH3:16])=[C:8]2[C:12](=[CH:13][CH:14]=1)[C:11](=[O:15])[O:10][CH2:9]2)[O:4][CH3:5].CC(OI1(OC(C)=O)(OC(C)=O)OC(=O)C2C=CC=CC1=2)=O.O. (4) Given the product [CH3:13][O:12][C:10](=[O:11])[C:9]1[CH:14]=[C:5]([C:1]#[N:2])[CH:6]=[N:7][CH:8]=1, predict the reactants needed to synthesize it. The reactants are: [C:1]([Cu])#[N:2].Br[C:5]1[CH:6]=[N:7][CH:8]=[C:9]([CH:14]=1)[C:10]([O:12][CH3:13])=[O:11]. (5) Given the product [CH2:20]([N:19]([CH2:12][C:13]1[CH:18]=[CH:17][CH:16]=[CH:15][CH:14]=1)[CH:8]1[CH2:9][CH2:10][C:5]2([O:4][CH2:3][CH2:2][O:1]2)[CH2:6][CH2:7]1)[C:21]1[CH:26]=[CH:25][CH:24]=[CH:23][CH:22]=1.[CH2:20]([N:19]([CH2:12][C:13]1[CH:18]=[CH:17][CH:16]=[CH:15][CH:14]=1)[CH:8]1[CH2:9][CH2:10][C:5]2([O:4][CH2:3][CH2:2][O:1]2)[CH2:6][CH2:7]1)[C:21]1[CH:26]=[CH:25][CH:24]=[CH:23][CH:22]=1, predict the reactants needed to synthesize it. The reactants are: [O:1]1[C:5]2([CH2:10][CH2:9][C:8](=O)[CH2:7][CH2:6]2)[O:4][CH2:3][CH2:2]1.[CH2:12]([NH:19][CH2:20][C:21]1[CH:26]=[CH:25][CH:24]=[CH:23][CH:22]=1)[C:13]1[CH:18]=[CH:17][CH:16]=[CH:15][CH:14]=1.C(O[BH-](OC(=O)C)OC(=O)C)(=O)C.[Na+].C(=O)(O)[O-]. (6) The reactants are: [F:1][C:2]1[C:7]([OH:8])=[C:6]([F:9])[CH:5]=[CH:4][C:3]=1[CH:10]([NH:18][S@:19]([C:21]([CH3:24])([CH3:23])[CH3:22])=[O:20])[CH2:11][C:12]1[CH:17]=[CH:16][N:15]=[CH:14][CH:13]=1.[CH3:25][S:26]([NH:29][C:30]1[CH:31]=[C:32](B(O)O)[CH:33]=[CH:34][CH:35]=1)(=[O:28])=[O:27]. Given the product [F:1][C:2]1[C:7]([O:8][C:34]2[CH:33]=[CH:32][CH:31]=[C:30]([NH:29][S:26]([CH3:25])(=[O:27])=[O:28])[CH:35]=2)=[C:6]([F:9])[CH:5]=[CH:4][C:3]=1[CH:10]([NH:18][S@:19]([C:21]([CH3:24])([CH3:23])[CH3:22])=[O:20])[CH2:11][C:12]1[CH:13]=[CH:14][N:15]=[CH:16][CH:17]=1, predict the reactants needed to synthesize it.